This data is from NCI-60 drug combinations with 297,098 pairs across 59 cell lines. The task is: Regression. Given two drug SMILES strings and cell line genomic features, predict the synergy score measuring deviation from expected non-interaction effect. (1) Drug 1: C1=CC(=CC=C1C#N)C(C2=CC=C(C=C2)C#N)N3C=NC=N3. Drug 2: CCCCC(=O)OCC(=O)C1(CC(C2=C(C1)C(=C3C(=C2O)C(=O)C4=C(C3=O)C=CC=C4OC)O)OC5CC(C(C(O5)C)O)NC(=O)C(F)(F)F)O. Cell line: OVCAR3. Synergy scores: CSS=29.0, Synergy_ZIP=1.52, Synergy_Bliss=2.95, Synergy_Loewe=1.65, Synergy_HSA=2.88. (2) Drug 1: C1CN1C2=NC(=NC(=N2)N3CC3)N4CC4. Drug 2: COCCOC1=C(C=C2C(=C1)C(=NC=N2)NC3=CC=CC(=C3)C#C)OCCOC.Cl. Cell line: MDA-MB-435. Synergy scores: CSS=-3.73, Synergy_ZIP=-0.501, Synergy_Bliss=1.77, Synergy_Loewe=-1.68, Synergy_HSA=-1.37. (3) Drug 1: CC1=C(N=C(N=C1N)C(CC(=O)N)NCC(C(=O)N)N)C(=O)NC(C(C2=CN=CN2)OC3C(C(C(C(O3)CO)O)O)OC4C(C(C(C(O4)CO)O)OC(=O)N)O)C(=O)NC(C)C(C(C)C(=O)NC(C(C)O)C(=O)NCCC5=NC(=CS5)C6=NC(=CS6)C(=O)NCCC[S+](C)C)O. Drug 2: N.N.Cl[Pt+2]Cl. Cell line: SNB-75. Synergy scores: CSS=30.5, Synergy_ZIP=-9.90, Synergy_Bliss=-4.90, Synergy_Loewe=-1.07, Synergy_HSA=1.04. (4) Drug 1: COC1=C(C=C2C(=C1)N=CN=C2NC3=CC(=C(C=C3)F)Cl)OCCCN4CCOCC4. Drug 2: CN(C)N=NC1=C(NC=N1)C(=O)N. Cell line: COLO 205. Synergy scores: CSS=12.2, Synergy_ZIP=0.516, Synergy_Bliss=6.57, Synergy_Loewe=0.871, Synergy_HSA=7.15. (5) Drug 1: CS(=O)(=O)C1=CC(=C(C=C1)C(=O)NC2=CC(=C(C=C2)Cl)C3=CC=CC=N3)Cl. Drug 2: C1CC(C1)(C(=O)O)C(=O)O.[NH2-].[NH2-].[Pt+2]. Cell line: CCRF-CEM. Synergy scores: CSS=56.6, Synergy_ZIP=-3.51, Synergy_Bliss=-2.46, Synergy_Loewe=-8.31, Synergy_HSA=-2.29. (6) Drug 1: C1CC(C1)(C(=O)O)C(=O)O.[NH2-].[NH2-].[Pt+2]. Drug 2: CC1CCC2CC(C(=CC=CC=CC(CC(C(=O)C(C(C(=CC(C(=O)CC(OC(=O)C3CCCCN3C(=O)C(=O)C1(O2)O)C(C)CC4CCC(C(C4)OC)O)C)C)O)OC)C)C)C)OC. Cell line: UACC-257. Synergy scores: CSS=-0.307, Synergy_ZIP=0.990, Synergy_Bliss=1.11, Synergy_Loewe=-0.785, Synergy_HSA=-0.585. (7) Drug 1: CC1=C2C(C(=O)C3(C(CC4C(C3C(C(C2(C)C)(CC1OC(=O)C(C(C5=CC=CC=C5)NC(=O)OC(C)(C)C)O)O)OC(=O)C6=CC=CC=C6)(CO4)OC(=O)C)OC)C)OC. Drug 2: CC1=C(C(=O)C2=C(C1=O)N3CC4C(C3(C2COC(=O)N)OC)N4)N. Cell line: UACC-257. Synergy scores: CSS=21.2, Synergy_ZIP=-7.35, Synergy_Bliss=-3.71, Synergy_Loewe=-3.76, Synergy_HSA=-0.0533.